From a dataset of Full USPTO retrosynthesis dataset with 1.9M reactions from patents (1976-2016). Predict the reactants needed to synthesize the given product. (1) Given the product [CH3:3][C:4]1([C:9]2[CH:10]=[CH:11][CH:12]=[C:13]([CH2:15][N:26]3[CH:25]=[C:24]([N+:21]([O-:23])=[O:22])[CH:28]=[N:27]3)[N:14]=2)[O:5][CH2:6][CH2:7][O:8]1, predict the reactants needed to synthesize it. The reactants are: N#N.[CH3:3][C:4]1([C:9]2[N:14]=[C:13]([CH2:15]OS(C)(=O)=O)[CH:12]=[CH:11][CH:10]=2)[O:8][CH2:7][CH2:6][O:5]1.[N+:21]([C:24]1[CH:25]=[N:26][NH:27][CH:28]=1)([O-:23])=[O:22].C([O-])([O-])=O.[K+].[K+].[I-]. (2) Given the product [CH:2]([C:3]1[C:4]([C:8]2[CH:15]=[CH:14][C:11]([C:12]#[N:13])=[CH:10][CH:9]=2)=[N:5][S:6][N:7]=1)=[O:1], predict the reactants needed to synthesize it. The reactants are: [OH:1][CH2:2][C:3]1[C:4]([C:8]2[CH:15]=[CH:14][C:11]([C:12]#[N:13])=[CH:10][CH:9]=2)=[N:5][S:6][N:7]=1. (3) Given the product [C:23]1([C:2]2[CH:10]=[C:9]3[C:5]([C:6]([CH2:16][CH2:17][C:18]([O:20][CH2:21][CH3:22])=[O:19])=[C:7]([C:11]([O:13][CH2:14][CH3:15])=[O:12])[NH:8]3)=[CH:4][CH:3]=2)[CH:28]=[CH:27][CH:26]=[CH:25][CH:24]=1, predict the reactants needed to synthesize it. The reactants are: Br[C:2]1[CH:10]=[C:9]2[C:5]([C:6]([CH2:16][CH2:17][C:18]([O:20][CH2:21][CH3:22])=[O:19])=[C:7]([C:11]([O:13][CH2:14][CH3:15])=[O:12])[NH:8]2)=[CH:4][CH:3]=1.[C:23]1(B(O)O)[CH:28]=[CH:27][CH:26]=[CH:25][CH:24]=1.O.O.O.P([O-])([O-])([O-])=O.[K+].[K+].[K+]. (4) Given the product [F:1][C:2]([F:24])([C:17]1[CH:22]=[CH:21][C:20]([F:23])=[CH:19][N:18]=1)[C:3]1[N:12]=[C:11]([NH:54][C:51]2[CH:50]=[C:49]([CH3:48])[NH:53][N:52]=2)[C:10]2[C:5](=[C:6]([C:15]#[N:16])[CH:7]=[CH:8][CH:9]=2)[N:4]=1, predict the reactants needed to synthesize it. The reactants are: [F:1][C:2]([F:24])([C:17]1[CH:22]=[CH:21][C:20]([F:23])=[CH:19][N:18]=1)[C:3]1[N:12]=[C:11](SC)[C:10]2[C:5](=[C:6]([C:15]#[N:16])[CH:7]=[CH:8][CH:9]=2)[N:4]=1.ClC1C=CC=C(C(OO)=O)C=1.S([O-])([O-])(=O)=S.[Na+].[Na+].C(=O)(O)[O-].[Na+].[CH3:48][C:49]1[NH:53][N:52]=[C:51]([NH2:54])[CH:50]=1. (5) Given the product [C:24]([NH:23][S:20]([C:15]1[C:14]([C:12]2[CH:11]=[CH:10][C:9]([NH2:28])=[C:8]([NH2:7])[CH:13]=2)=[CH:19][CH:18]=[CH:17][CH:16]=1)(=[O:22])=[O:21])([CH3:27])([CH3:25])[CH3:26], predict the reactants needed to synthesize it. The reactants are: C(OC(=O)[NH:7][C:8]1[CH:13]=[C:12]([C:14]2[CH:19]=[CH:18][CH:17]=[CH:16][C:15]=2[S:20]([NH:23][C:24]([CH3:27])([CH3:26])[CH3:25])(=[O:22])=[O:21])[CH:11]=[CH:10][C:9]=1[NH:28]C(OC(C)(C)C)=O)(C)(C)C.Cl. (6) Given the product [OH:11][CH:10]1[O:9][C@H:8]([CH2:12][OH:13])[C@@H:7]([OH:14])[C@H:6]([OH:26])[C@H:5]1[NH:4][C:2]([CH3:1])=[O:3], predict the reactants needed to synthesize it. The reactants are: [CH3:1][C:2]([NH:4][C@H:5]1[CH:10]([OH:11])[O:9][C@H:8]([CH2:12][OH:13])[C@@H:7]([O:14][C@@H]2O[C@H](CO)[C@H](O)[C@H](O)[C@H]2O)[C@@H:6]1[OH:26])=[O:3].C1C(=O)NC(=O)N([C@@H]2O[C@H](COP(OP(O[C@H]3O[C@H](CO)[C@H](O)[C@H](O)[C@H]3O)(O)=O)(O)=O)[C@@H](O)[C@H]2O)C=1. (7) Given the product [Br:1][C:2]1[CH:10]=[C:9]([Br:11])[CH:8]=[C:4]([C:5]2[O:7][N:16]=[C:15]([C:17]3[C:22]([CH3:23])=[CH:21][CH:20]=[CH:19][N:18]=3)[N:14]=2)[C:3]=1[OH:12], predict the reactants needed to synthesize it. The reactants are: [Br:1][C:2]1[CH:10]=[C:9]([Br:11])[CH:8]=[C:4]([C:5]([OH:7])=O)[C:3]=1[OH:12].O[NH:14][C:15]([C:17]1[C:22]([CH3:23])=[CH:21][CH:20]=[CH:19][N:18]=1)=[NH:16].